From a dataset of Forward reaction prediction with 1.9M reactions from USPTO patents (1976-2016). Predict the product of the given reaction. (1) Given the reactants [BH4-].[Na+].[C:3]([C:7]1[CH:8]=[C:9]([CH2:13][CH:14]([CH3:17])[CH:15]=[O:16])[CH:10]=[CH:11][CH:12]=1)([CH3:6])([CH3:5])[CH3:4].Cl, predict the reaction product. The product is: [C:3]([C:7]1[CH:8]=[C:9]([CH2:13][CH:14]([CH3:17])[CH2:15][OH:16])[CH:10]=[CH:11][CH:12]=1)([CH3:6])([CH3:4])[CH3:5]. (2) Given the reactants [Si:1]([O:8]S(C(F)(F)F)(=O)=O)([C:4]([CH3:7])([CH3:6])[CH3:5])([CH3:3])[CH3:2].[CH3:16][O:17][C:18]([CH:20]([CH2:27][CH2:28][CH2:29][CH2:30][CH2:31][CH2:32][CH2:33][CH2:34][CH2:35][CH2:36][CH2:37][CH3:38])[C:21](=O)[C:22]([O:24][CH3:25])=[O:23])=[O:19].CCN(CC)CC, predict the reaction product. The product is: [Si:1]([O:8][C:21](=[C:20]([C:18]([O:17][CH3:16])=[O:19])[CH2:27][CH2:28][CH2:29][CH2:30][CH2:31][CH2:32][CH2:33][CH2:34][CH2:35][CH2:36][CH2:37][CH3:38])[C:22]([O:24][CH3:25])=[O:23])([C:4]([CH3:7])([CH3:6])[CH3:5])([CH3:3])[CH3:2]. (3) The product is: [C:1]([C:3]1[CH:4]=[C:5]([C:9]#[C:10][C:11]2[CH:12]=[N:13][N:14]([CH2:16][CH2:17][C@@:18]([CH3:28])([S:24]([CH3:27])(=[O:25])=[O:26])[C:19]([OH:21])=[O:20])[CH:15]=2)[CH:6]=[CH:7][CH:8]=1)#[N:2]. Given the reactants [C:1]([C:3]1[CH:4]=[C:5]([C:9]#[C:10][C:11]2[CH:12]=[N:13][N:14]([CH2:16][CH2:17][C@@:18]([CH3:28])([S:24]([CH3:27])(=[O:26])=[O:25])[C:19]([O:21]CC)=[O:20])[CH:15]=2)[CH:6]=[CH:7][CH:8]=1)#[N:2].[OH-].[Li+].Cl, predict the reaction product. (4) The product is: [Br:1][C:2]1[CH:3]=[C:4]([N:12]([CH2:19][CH3:20])[CH:13]2[CH2:18][CH2:17][O:16][CH2:15][CH2:14]2)[C:5]([CH3:11])=[C:6]([CH:10]=1)[C:7]([NH:22][CH2:23][C:24]1[C:25](=[O:32])[NH:26][C:27]([CH3:31])=[CH:28][C:29]=1[CH3:30])=[O:9]. Given the reactants [Br:1][C:2]1[CH:3]=[C:4]([N:12]([CH2:19][CH3:20])[CH:13]2[CH2:18][CH2:17][O:16][CH2:15][CH2:14]2)[C:5]([CH3:11])=[C:6]([CH:10]=1)[C:7]([OH:9])=O.Cl.[NH2:22][CH2:23][C:24]1[C:25](=[O:32])[NH:26][C:27]([CH3:31])=[CH:28][C:29]=1[CH3:30].C1CN([P+](ON2N=NC3C=CC=CC2=3)(N2CCCC2)N2CCCC2)CC1.F[P-](F)(F)(F)(F)F.CCN(C(C)C)C(C)C, predict the reaction product. (5) The product is: [OH:1][CH:2]([C:5]1[CH:10]=[C:9]([I:11])[N:8]([CH2:18][C:19]#[C:20][CH2:21][CH3:22])[C:7](=[O:12])[C:6]=1[CH3:13])[CH2:3][CH3:4]. Given the reactants [OH:1][CH:2]([C:5]1[CH:10]=[C:9]([I:11])[NH:8][C:7](=[O:12])[C:6]=1[CH3:13])[CH2:3][CH3:4].[H-].[Na+].[Li+].[Br-].[CH2:18](Br)[C:19]#[C:20][CH2:21][CH3:22], predict the reaction product.